From a dataset of Full USPTO retrosynthesis dataset with 1.9M reactions from patents (1976-2016). Predict the reactants needed to synthesize the given product. (1) Given the product [CH2:19]([O:18][C:16]([NH:1][C:2]1[CH:7]=[CH:6][C:5]([OH:8])=[CH:4][CH:3]=1)=[O:17])[CH3:20], predict the reactants needed to synthesize it. The reactants are: [NH2:1][C:2]1[CH:7]=[CH:6][C:5]([OH:8])=[CH:4][CH:3]=1.N1C=CC=CC=1.Cl[C:16]([O:18][CH2:19][CH3:20])=[O:17]. (2) Given the product [Cl:1][C:2]1[CH:7]=[CH:6][CH:5]=[CH:4][C:3]=1[N:8]1[C:16]2[C:15](=[O:17])[NH:14][C:13](=[O:26])[N:12]([CH3:27])[C:11]=2[N:10]=[CH:9]1, predict the reactants needed to synthesize it. The reactants are: [Cl:1][C:2]1[CH:7]=[CH:6][CH:5]=[CH:4][C:3]=1[N:8]1[C:16]2[C:15](=[O:17])[N:14](COC(=O)C(C)(C)C)[C:13](=[O:26])[N:12]([CH3:27])[C:11]=2[N:10]=[CH:9]1.[H-].[Na+]. (3) Given the product [CH3:1][C:2]1[CH:7]=[CH:6][C:5]([S:8]([O:11][CH2:12][C@H:13]2[CH:14]=[CH:23][C:22]3[C:17](=[C:18]([C:27]4[CH:32]=[CH:31][C:30]([Cl:33])=[CH:29][C:28]=4[CH3:34])[C:19]([F:26])=[CH:20][CH:21]=3)[O:16]2)(=[O:9])=[O:10])=[CH:4][CH:3]=1, predict the reactants needed to synthesize it. The reactants are: [CH3:1][C:2]1[CH:7]=[CH:6][C:5]([S:8]([O:11][CH2:12][C@H:13]([O:16][C:17]2[C:22]([CH:23]=CC)=[CH:21][CH:20]=[C:19]([F:26])[C:18]=2[C:27]2[CH:32]=[CH:31][C:30]([Cl:33])=[CH:29][C:28]=2[CH3:34])[CH:14]=C)(=[O:10])=[O:9])=[CH:4][CH:3]=1. (4) Given the product [C:21]([C:9]1[CH:10]=[N:11][C:12]([O:18][CH2:19][CH3:20])=[C:13]([CH:17]=1)[C:14]([OH:16])=[O:15])(=[O:23])[CH3:22], predict the reactants needed to synthesize it. The reactants are: C(N(CC)CC)C.Br[C:9]1[CH:10]=[N:11][C:12]([O:18][CH2:19][CH3:20])=[C:13]([CH:17]=1)[C:14]([OH:16])=[O:15].[CH:21]([O:23]CCCC)=[CH2:22].C1(C)C=CC=CC=1P(C1C=CC=CC=1C)C1C=CC=CC=1C.Cl. (5) Given the product [N+:12]([C:15]1[CH:20]=[CH:19][CH:18]=[CH:17][C:16]=1[S:21]([NH:4][CH2:1][CH2:2][CH3:3])(=[O:23])=[O:22])([O-:14])=[O:13], predict the reactants needed to synthesize it. The reactants are: [CH2:1]([NH2:4])[CH2:2][CH3:3].C(N(CC)CC)C.[N+:12]([C:15]1[CH:20]=[CH:19][CH:18]=[CH:17][C:16]=1[S:21](Cl)(=[O:23])=[O:22])([O-:14])=[O:13].